This data is from Peptide-MHC class I binding affinity with 185,985 pairs from IEDB/IMGT. The task is: Regression. Given a peptide amino acid sequence and an MHC pseudo amino acid sequence, predict their binding affinity value. This is MHC class I binding data. (1) The peptide sequence is TLYICDKQSH. The MHC is HLA-A11:01 with pseudo-sequence HLA-A11:01. The binding affinity (normalized) is 0.00401. (2) The peptide sequence is LKEKSSLRY. The MHC is HLA-B39:01 with pseudo-sequence HLA-B39:01. The binding affinity (normalized) is 0.0847. (3) The peptide sequence is KILSVFFLA. The MHC is HLA-A33:01 with pseudo-sequence HLA-A33:01. The binding affinity (normalized) is 0.197. (4) The binding affinity (normalized) is 0.0847. The MHC is HLA-A01:01 with pseudo-sequence HLA-A01:01. The peptide sequence is EFFGWAEGY. (5) The peptide sequence is PSSKPDWFY. The MHC is HLA-B15:01 with pseudo-sequence HLA-B15:01. The binding affinity (normalized) is 0.110. (6) The peptide sequence is KRMGVQMQR. The MHC is HLA-A02:03 with pseudo-sequence HLA-A02:03. The binding affinity (normalized) is 0.0847.